From a dataset of NCI-60 drug combinations with 297,098 pairs across 59 cell lines. Regression. Given two drug SMILES strings and cell line genomic features, predict the synergy score measuring deviation from expected non-interaction effect. Drug 1: CC1CCC2CC(C(=CC=CC=CC(CC(C(=O)C(C(C(=CC(C(=O)CC(OC(=O)C3CCCCN3C(=O)C(=O)C1(O2)O)C(C)CC4CCC(C(C4)OC)O)C)C)O)OC)C)C)C)OC. Drug 2: COCCOC1=C(C=C2C(=C1)C(=NC=N2)NC3=CC=CC(=C3)C#C)OCCOC.Cl. Cell line: COLO 205. Synergy scores: CSS=11.1, Synergy_ZIP=-3.78, Synergy_Bliss=-0.814, Synergy_Loewe=-5.92, Synergy_HSA=-2.10.